From a dataset of NCI-60 drug combinations with 297,098 pairs across 59 cell lines. Regression. Given two drug SMILES strings and cell line genomic features, predict the synergy score measuring deviation from expected non-interaction effect. (1) Drug 1: COC1=NC(=NC2=C1N=CN2C3C(C(C(O3)CO)O)O)N. Drug 2: CC1=C(C(=O)C2=C(C1=O)N3CC4C(C3(C2COC(=O)N)OC)N4)N. Cell line: HOP-62. Synergy scores: CSS=51.3, Synergy_ZIP=-2.26, Synergy_Bliss=-3.11, Synergy_Loewe=0.756, Synergy_HSA=1.70. (2) Drug 1: CCC1=CC2CC(C3=C(CN(C2)C1)C4=CC=CC=C4N3)(C5=C(C=C6C(=C5)C78CCN9C7C(C=CC9)(C(C(C8N6C)(C(=O)OC)O)OC(=O)C)CC)OC)C(=O)OC.C(C(C(=O)O)O)(C(=O)O)O. Drug 2: COC1=C2C(=CC3=C1OC=C3)C=CC(=O)O2. Cell line: HL-60(TB). Synergy scores: CSS=42.4, Synergy_ZIP=-1.62, Synergy_Bliss=-5.06, Synergy_Loewe=-36.3, Synergy_HSA=-3.47.